This data is from Forward reaction prediction with 1.9M reactions from USPTO patents (1976-2016). The task is: Predict the product of the given reaction. (1) Given the reactants Cl[C:2]1[O:3][CH:4]=[C:5]([C:7]([N:9]2[CH2:14][CH2:13][N:12]([C:15]([O:17][C:18]([CH3:21])([CH3:20])[CH3:19])=[O:16])[CH2:11][CH:10]2[CH2:22][O:23][C:24]2[CH:25]=[N:26][CH:27]=[CH:28][CH:29]=2)=[O:8])[N:6]=1.[NH2:30][C:31]1[CH:36]=[CH:35][CH:34]=[CH:33][CH:32]=1.C(=O)([O-])[O-].[K+].[K+], predict the reaction product. The product is: [C:31]1([NH:30][C:2]2[O:3][CH:4]=[C:5]([C:7]([N:9]3[CH2:14][CH2:13][N:12]([C:15]([O:17][C:18]([CH3:21])([CH3:20])[CH3:19])=[O:16])[CH2:11][CH:10]3[CH2:22][O:23][C:24]3[CH:25]=[N:26][CH:27]=[CH:28][CH:29]=3)=[O:8])[N:6]=2)[CH:36]=[CH:35][CH:34]=[CH:33][CH:32]=1. (2) Given the reactants [NH2:1][C:2]1[CH:3]=[CH:4]C=[C:6]2[C:11](=O)[NH:10]C(=O)[C:7]=12.CS(O)(=O)=O.[C:18](O)([C:20](F)(F)F)=[O:19], predict the reaction product. The product is: [NH2:1][C:2]1[CH:7]=[C:6]2[C:20](=[CH:4][CH:3]=1)[C:18](=[O:19])[NH:10][CH2:11]2. (3) Given the reactants Br[CH2:2][CH:3]1[O:8][C:7]2[CH:9]=[CH:10][CH:11]=[CH:12][C:6]=2[O:5][CH2:4]1.[CH3:13][O:14][C:15]([C:17]1[CH:18]=[CH:19][CH:20]=[C:21]2[C:26]=1[CH2:25][NH:24][CH2:23][CH2:22]2)=[O:16].C([O-])([O-])=O.[K+].[K+].O, predict the reaction product. The product is: [CH3:13][O:14][C:15]([C:17]1[CH:18]=[CH:19][CH:20]=[C:21]2[C:26]=1[CH2:25][N:24]([CH2:2][CH:3]1[O:8][C:7]3[CH:9]=[CH:10][CH:11]=[CH:12][C:6]=3[O:5][CH2:4]1)[CH2:23][CH2:22]2)=[O:16]. (4) The product is: [CH2:1]([O:3][C:4](=[O:15])[CH2:5][C:6]1[CH:11]=[CH:10][C:9]([O:12][CH3:13])=[C:8]([O:14][C:17]2[CH:24]=[CH:23][C:22]([C:25]([F:28])([F:27])[F:26])=[CH:21][C:18]=2[CH:19]=[O:20])[CH:7]=1)[CH3:2]. Given the reactants [CH2:1]([O:3][C:4](=[O:15])[CH2:5][C:6]1[CH:11]=[CH:10][C:9]([O:12][CH3:13])=[C:8]([OH:14])[CH:7]=1)[CH3:2].F[C:17]1[CH:24]=[CH:23][C:22]([C:25]([F:28])([F:27])[F:26])=[CH:21][C:18]=1[CH:19]=[O:20].C(=O)([O-])[O-].[K+].[K+], predict the reaction product. (5) Given the reactants [C:1](O)(=O)[CH2:2][CH2:3][CH2:4][CH2:5][CH2:6][CH2:7][CH2:8]/C=C\CCCCCC.[C:19]([OH:38])(=O)[CH2:20][CH2:21][CH2:22][CH2:23][CH2:24][CH2:25][CH2:26]/[CH:27]=[CH:28]\[CH2:29][CH2:30][CH2:31][CH2:32][CH2:33][CH2:34][CH2:35]C.C=C, predict the reaction product. The product is: [CH2:23]1[CH2:22][CH2:21][CH2:20][C:19](=[O:38])[CH2:35][CH2:34][CH2:33][CH2:32][CH2:31][CH2:30][CH2:29][CH:28]=[CH:27][CH2:26][CH2:25][CH2:24]1.[CH2:1]=[CH:2][CH2:3][CH2:4][CH2:5][CH2:6][CH2:7][CH3:8]. (6) Given the reactants [N:1]([CH2:4][C:5]1[CH:9]=[C:8]([C:10]2[S:11][C:12]([Cl:15])=[CH:13][CH:14]=2)[O:7][N:6]=1)=[N+]=[N-].C1(P(C2C=CC=CC=2)C2C=CC=CC=2)C=CC=CC=1, predict the reaction product. The product is: [Cl:15][C:12]1[S:11][C:10]([C:8]2[O:7][N:6]=[C:5]([CH2:4][NH2:1])[CH:9]=2)=[CH:14][CH:13]=1. (7) Given the reactants [Cl:1][C:2]1[C:8]([F:9])=[CH:7][C:5]([NH2:6])=[C:4]([I:10])[CH:3]=1.[N-:11]=[N+:12]=[N-:13].[Na+].[CH:15](OC)(OC)OC, predict the reaction product. The product is: [Cl:1][C:2]1[C:8]([F:9])=[CH:7][C:5]([N:6]2[CH:15]=[N:13][N:12]=[N:11]2)=[C:4]([I:10])[CH:3]=1. (8) Given the reactants C(=O)([O-])[O-].[K+].[K+].Cl.[NH2:8][OH:9].[C:10]([C:12]1([NH:15][S:16]([C:18]([CH3:21])([CH3:20])[CH3:19])=[O:17])[CH2:14][CH2:13]1)#[N:11], predict the reaction product. The product is: [CH3:19][C:18]([CH3:21])([S:16]([NH:15][C:12]1(/[C:10](=[N:8]/[OH:9])/[NH2:11])[CH2:14][CH2:13]1)=[O:17])[CH3:20].